This data is from Buchwald-Hartwig C-N cross coupling reaction yields with 55,370 reactions. The task is: Predict the reaction yield, written as a fraction of the theoretical maximum amount of product (1.0 means a 100% yield; for example, 0.34 means a 34% yield). (1) The reactants are Clc1ccccn1.Cc1ccc(N)cc1.O=S(=O)(O[Pd]1c2ccccc2-c2ccccc2N~1)C(F)(F)F.COc1ccc(OC)c(P(C(C)(C)C)C(C)(C)C)c1-c1c(C(C)C)cc(C(C)C)cc1C(C)C.CN1CCCN2CCCN=C12.CCOC(=O)c1cnoc1C. No catalyst specified. The product is Cc1ccc(Nc2ccccn2)cc1. The yield is 0.499. (2) The reactants are FC(F)(F)c1ccc(Cl)cc1.Cc1ccc(N)cc1.O=S(=O)(O[Pd]1c2ccccc2-c2ccccc2N~1)C(F)(F)F.COc1ccc(OC)c(P(C(C)(C)C)C(C)(C)C)c1-c1c(C(C)C)cc(C(C)C)cc1C(C)C.CN(C)C(=NC(C)(C)C)N(C)C.Cc1cc(-c2ccccc2)on1. No catalyst specified. The product is Cc1ccc(Nc2ccc(C(F)(F)F)cc2)cc1. The yield is 0.137. (3) The yield is 0.239. No catalyst specified. The product is Cc1ccc(Nc2ccccn2)cc1. The reactants are Clc1ccccn1.Cc1ccc(N)cc1.O=S(=O)(O[Pd]1c2ccccc2-c2ccccc2N~1)C(F)(F)F.CC(C)c1cc(C(C)C)c(-c2ccccc2P(C2CCCCC2)C2CCCCC2)c(C(C)C)c1.CN1CCCN2CCCN=C12.CCOC(=O)c1cc(OC)no1. (4) No catalyst specified. The product is CCc1ccc(Nc2ccc(C)cc2)cc1. The yield is 0.352. The reactants are CCc1ccc(I)cc1.Cc1ccc(N)cc1.O=S(=O)(O[Pd]1c2ccccc2-c2ccccc2N~1)C(F)(F)F.CC(C)c1cc(C(C)C)c(-c2ccccc2P(C2CCCCC2)C2CCCCC2)c(C(C)C)c1.CN(C)C(=NC(C)(C)C)N(C)C.Cc1cc(C)on1.